From a dataset of Catalyst prediction with 721,799 reactions and 888 catalyst types from USPTO. Predict which catalyst facilitates the given reaction. (1) Reactant: [H-].[Na+].[C:3]([O:7][CH2:8][CH3:9])(=[O:6])[CH2:4][OH:5].Br[C:11]1[N:16]=[CH:15][CH:14]=[CH:13][N:12]=1. Product: [CH2:8]([O:7][C:3](=[O:6])[CH2:4][O:5][C:11]1[N:16]=[CH:15][CH:14]=[CH:13][N:12]=1)[CH3:9]. The catalyst class is: 3. (2) Reactant: [CH3:1][O:2][C:3]([C:5]1[C:13]2[C:8](=[C:9]([Cl:14])[CH:10]=[CH:11][CH:12]=2)[NH:7][CH:6]=1)=[O:4].[H-].[Na+].[F:17][C:18]([F:31])([F:30])[O:19][CH2:20][CH2:21]OS(C(F)(F)F)(=O)=O. Product: [CH3:1][O:2][C:3]([C:5]1[C:13]2[C:8](=[C:9]([Cl:14])[CH:10]=[CH:11][CH:12]=2)[N:7]([CH2:21][CH2:20][O:19][C:18]([F:31])([F:30])[F:17])[CH:6]=1)=[O:4]. The catalyst class is: 295. (3) Reactant: [NH2:1][C:2]1[CH:21]=[CH:20][CH:19]=[CH:18][C:3]=1[C:4]([NH:6][C:7]1[CH:12]=[CH:11][C:10]([F:13])=[C:9]([C:14]([F:17])([F:16])[F:15])[CH:8]=1)=[O:5].[O:22]=[C:23]1[NH:28][CH:27]=[C:26]([CH:29]=O)[CH:25]=[CH:24]1.C12(CS(O)(=O)=O)C(C)(C)C(CC1)CC2=O. Product: [F:13][C:10]1[CH:11]=[CH:12][C:7]([N:6]2[C:4](=[O:5])[C:3]3[C:2](=[CH:21][CH:20]=[CH:19][CH:18]=3)[NH:1][CH:29]2[C:26]2[CH:25]=[CH:24][C:23](=[O:22])[NH:28][CH:27]=2)=[CH:8][C:9]=1[C:14]([F:17])([F:15])[F:16]. The catalyst class is: 11. (4) Reactant: Br[C:2]1[CH:3]=[C:4]([CH:11]([C:18]2[CH:23]=[CH:22][CH:21]=[CH:20][N:19]=2)[CH2:12][C:13]2[NH:14][CH2:15][CH2:16][N:17]=2)[C:5]2[O:9][CH2:8][CH2:7][C:6]=2[CH:10]=1.[CH:24]([C:26]1[CH:31]=[CH:30][C:29](B(O)O)=[CH:28][CH:27]=1)=[O:25].C([O-])([O-])=O.[K+].[K+]. Product: [NH:14]1[CH2:15][CH2:16][N:17]=[C:13]1[CH2:12][CH:11]([C:4]1[C:5]2[O:9][CH2:8][CH2:7][C:6]=2[CH:10]=[C:2]([C:29]2[CH:30]=[CH:31][C:26]([CH:24]=[O:25])=[CH:27][CH:28]=2)[CH:3]=1)[C:18]1[CH:23]=[CH:22][CH:21]=[CH:20][N:19]=1. The catalyst class is: 780. (5) Reactant: [C:1]1([CH2:7][O:8][C:9]([NH:11][CH2:12][C:13]2[NH:17][C:16]3[CH:18]=[CH:19][CH:20]=[C:21]([C:22]([O:24][CH3:25])=[O:23])[C:15]=3[N:14]=2)=[O:10])[CH:6]=[CH:5][CH:4]=[CH:3][CH:2]=1.[C:26](=O)([O-])[O-].[Cs+].[Cs+].IC. Product: [CH3:26][N:17]1[C:16]2[CH:18]=[CH:19][CH:20]=[C:21]([C:22]([O:24][CH3:25])=[O:23])[C:15]=2[N:14]=[C:13]1[CH2:12][NH:11][C:9]([O:8][CH2:7][C:1]1[CH:6]=[CH:5][CH:4]=[CH:3][CH:2]=1)=[O:10]. The catalyst class is: 9. (6) The catalyst class is: 3. Product: [CH3:1][O:2][C:3](=[O:24])[C:4]1[CH:9]=[C:8]([CH2:10][O:11][CH3:12])[CH:7]=[C:6]([N:13]([CH2:29][CH:28]=[CH2:27])[C:14]([O:16][CH2:17][C:18]2[CH:19]=[CH:20][CH:21]=[CH:22][CH:23]=2)=[O:15])[CH:5]=1. Reactant: [CH3:1][O:2][C:3](=[O:24])[C:4]1[CH:9]=[C:8]([CH2:10][O:11][CH3:12])[CH:7]=[C:6]([NH:13][C:14]([O:16][CH2:17][C:18]2[CH:23]=[CH:22][CH:21]=[CH:20][CH:19]=2)=[O:15])[CH:5]=1.[H-].[Na+].[CH2:27](Br)[CH:28]=[CH2:29]. (7) Reactant: CN(C(ON1N=NC2C=CC=NC1=2)=[N+](C)C)C.F[P-](F)(F)(F)(F)F.Cl.Cl.[Cl:27][C:28]1[C:29]([F:54])=[C:30]([NH:34][C:35]2[C:44]3[C:39](=[CH:40][C:41]([O:47][C@H:48]4[CH2:53][CH2:52][CH2:51][NH:50][CH2:49]4)=[C:42]([O:45][CH3:46])[CH:43]=3)[N:38]=[CH:37][N:36]=2)[CH:31]=[CH:32][CH:33]=1.C(N(C(C)C)CC)(C)C.[CH3:64][O:65][CH2:66][C:67](O)=[O:68]. Product: [Cl:27][C:28]1[C:29]([F:54])=[C:30]([NH:34][C:35]2[C:44]3[C:39](=[CH:40][C:41]([O:47][C@H:48]4[CH2:53][CH2:52][CH2:51][N:50]([C:67](=[O:68])[CH2:66][O:65][CH3:64])[CH2:49]4)=[C:42]([O:45][CH3:46])[CH:43]=3)[N:38]=[CH:37][N:36]=2)[CH:31]=[CH:32][CH:33]=1. The catalyst class is: 2. (8) Reactant: [CH3:1][O:2][C:3](=[O:15])[C:4]1[CH:9]=[C:8]([N+:10]([O-])=O)[CH:7]=[C:6]([NH:13][CH3:14])[CH:5]=1. Product: [CH3:1][O:2][C:3](=[O:15])[C:4]1[CH:5]=[C:6]([NH:13][CH3:14])[CH:7]=[C:8]([NH2:10])[CH:9]=1. The catalyst class is: 19. (9) The catalyst class is: 2. Reactant: [CH2:1]([O:8][CH2:9][CH:10]([CH2:13][CH2:14][CH:15]=[CH2:16])[CH2:11][OH:12])[C:2]1[CH:7]=[CH:6][CH:5]=[CH:4][CH:3]=1.C([O-])(O)=[O:18].[Na+]. Product: [CH2:1]([O:8][CH2:9][CH:10]([CH2:13][CH2:14][CH:15]1[CH2:16][O:18]1)[CH2:11][OH:12])[C:2]1[CH:7]=[CH:6][CH:5]=[CH:4][CH:3]=1. (10) Product: [Br:1][C:2]1[CH:7]=[CH:6][C:5]([CH2:8][Cl:19])=[C:4]([O:10][CH:11]2[CH2:16][CH2:15][CH2:14][CH2:13][CH2:12]2)[CH:3]=1. The catalyst class is: 4. Reactant: [Br:1][C:2]1[CH:7]=[CH:6][C:5]([CH2:8]O)=[C:4]([O:10][CH:11]2[CH2:16][CH2:15][CH2:14][CH2:13][CH2:12]2)[CH:3]=1.S(Cl)([Cl:19])=O.O.